This data is from Full USPTO retrosynthesis dataset with 1.9M reactions from patents (1976-2016). The task is: Predict the reactants needed to synthesize the given product. (1) Given the product [CH2:17]([O:19][C:20]([CH:22]1[N:23]([CH3:28])[CH2:24][CH2:25][N:26]([C:13]2[NH:16][C:4](=[O:5])[C:6]3[C:7]([CH:12]=2)=[CH:8][CH:9]=[CH:10][CH:11]=3)[CH2:27]1)=[O:21])[CH3:18], predict the reactants needed to synthesize it. The reactants are: Cl.CO[C:4]([C:6]1[CH:11]=[CH:10][CH:9]=[CH:8][C:7]=1[CH2:12][C:13](=[NH:16])OC)=[O:5].[CH2:17]([O:19][C:20]([CH:22]1[CH2:27][NH:26][CH2:25][CH2:24][N:23]1[CH3:28])=[O:21])[CH3:18]. (2) Given the product [Cl:45][C:44]1[CH:43]=[CH:42][C:38]([C:39]2[C:6]3[CH2:5][N:4]([C:1](=[O:3])[CH3:2])[CH2:9][CH2:8][C:7]=3[NH:47][N:46]=2)=[CH:37][C:36]=1[CH3:35], predict the reactants needed to synthesize it. The reactants are: [C:1]([N:4]1[CH2:9][CH2:8][C:7](=O)[CH2:6][CH2:5]1)(=[O:3])[CH3:2].N1CCOCC1.C1(C)C=CC(S(O)(=O)=O)=CC=1.CCN(CC)CC.[CH3:35][C:36]1[CH:37]=[C:38]([CH:42]=[CH:43][C:44]=1[Cl:45])[C:39](Cl)=O.[NH2:46][NH2:47]. (3) Given the product [CH2:2]1[C:8]2[CH:9]=[C:10]([S:13]([O:16][C:17]3[CH:22]=[CH:21][CH:20]=[CH:19][C:18]=3[Br:23])(=[O:15])=[O:14])[CH:11]=[CH:12][C:7]=2[CH2:6][CH2:5][CH2:4][NH:3]1, predict the reactants needed to synthesize it. The reactants are: O=[C:2]1[C:8]2[CH:9]=[C:10]([S:13]([O:16][C:17]3[CH:22]=[CH:21][CH:20]=[CH:19][C:18]=3[Br:23])(=[O:15])=[O:14])[CH:11]=[CH:12][C:7]=2[CH2:6][CH2:5][CH2:4][NH:3]1.Cl. (4) Given the product [N:30]([C:2]1[C:11]2[C:6](=[CH:7][CH:8]=[CH:9][CH:10]=2)[N:5]=[C:4]([C:12]([O:14][CH3:15])=[O:13])[CH:3]=1)=[N+:31]=[N-:32], predict the reactants needed to synthesize it. The reactants are: O=[C:2]1[C:11]2[C:6](=[CH:7][CH:8]=[CH:9][CH:10]=2)[NH:5][C:4]([C:12]([O:14][CH3:15])=[O:13])=[CH:3]1.C1(P([N:30]=[N+:31]=[N-:32])(C2C=CC=CC=2)=O)C=CC=CC=1.C(N(CC)CC)C. (5) Given the product [F:1][C:2]1[CH:3]=[CH:4][C:5]([O:11][C:12]2[CH:17]=[CH:16][C:15]([F:18])=[CH:14][CH:13]=2)=[C:6]([CH:10]=1)[C:7]([NH:20][CH2:21][C:22]1[CH:23]=[CH:24][C:25]([C:26]([OH:28])=[O:27])=[CH:30][CH:31]=1)=[O:9], predict the reactants needed to synthesize it. The reactants are: [F:1][C:2]1[CH:3]=[CH:4][C:5]([O:11][C:12]2[CH:17]=[CH:16][C:15]([F:18])=[CH:14][CH:13]=2)=[C:6]([CH:10]=1)[C:7]([OH:9])=O.Cl.[NH2:20][CH2:21][C:22]1[CH:31]=[CH:30][C:25]([C:26]([O:28]C)=[O:27])=[CH:24][CH:23]=1. (6) Given the product [N+:13]([C:16]1[CH:17]=[C:18]2[C:22](=[CH:23][CH:24]=1)[NH:21][CH:20]=[C:19]2[C:4]1[CH:5]2[CH2:8][CH2:9][N:2]([CH2:7][CH2:6]2)[CH:3]=1)([O-:15])=[O:14], predict the reactants needed to synthesize it. The reactants are: Cl.[N:2]12[CH2:9][CH2:8][CH:5]([CH2:6][CH2:7]1)[C:4](=O)[CH2:3]2.[OH-].[K+].[N+:13]([C:16]1[CH:17]=[C:18]2[C:22](=[CH:23][CH:24]=1)[NH:21][CH:20]=[CH:19]2)([O-:15])=[O:14]. (7) Given the product [OH:23][C@H:22]([C:24]1[C:25]([CH3:34])=[C:26]2[C:30](=[CH:31][CH:32]=1)[C:29](=[O:33])[O:28][CH2:27]2)[CH2:21][N:15]1[CH2:16][C@@H:17]2[CH2:20][C@H:14]1[CH2:19][N:18]2[S:9]([C:6]1[CH:7]=[CH:8][C:3]([C:1]#[N:2])=[CH:4][CH:5]=1)(=[O:11])=[O:10], predict the reactants needed to synthesize it. The reactants are: [C:1]([C:3]1[CH:8]=[CH:7][C:6]([S:9](Cl)(=[O:11])=[O:10])=[CH:5][CH:4]=1)#[N:2].Cl.[C@H:14]12[CH2:20][C@H:17]([NH:18][CH2:19]1)[CH2:16][N:15]2[CH2:21][C@@H:22]([C:24]1[C:25]([CH3:34])=[C:26]2[C:30](=[CH:31][CH:32]=1)[C:29](=[O:33])[O:28][CH2:27]2)[OH:23].CCN(C(C)C)C(C)C.